Dataset: NCI-60 drug combinations with 297,098 pairs across 59 cell lines. Task: Regression. Given two drug SMILES strings and cell line genomic features, predict the synergy score measuring deviation from expected non-interaction effect. Drug 1: CN(C(=O)NC(C=O)C(C(C(CO)O)O)O)N=O. Drug 2: CC(C)NC(=O)C1=CC=C(C=C1)CNNC.Cl. Cell line: MDA-MB-231. Synergy scores: CSS=5.06, Synergy_ZIP=-1.62, Synergy_Bliss=-0.601, Synergy_Loewe=-1.35, Synergy_HSA=-1.89.